Dataset: Reaction yield outcomes from USPTO patents with 853,638 reactions. Task: Predict the reaction yield, written as a fraction of the theoretical maximum amount of product (1.0 means a 100% yield; for example, 0.34 means a 34% yield). (1) The reactants are [CH2:1]([NH:3][C:4](=[O:44])[NH:5][C:6]1[N:11]=[CH:10][C:9]([C:12]2[CH:13]=[C:14]3[C:19](=[CH:20][CH:21]=2)[N:18]([C@@H:22]([C:25]([CH3:28])([CH3:27])[CH3:26])[CH2:23][OH:24])[CH:17]=[C:16]([C:29]([O:31][CH2:32][CH3:33])=[O:30])[C:15]3=[O:34])=[C:8]([C:35]2[S:36][CH:37]=[C:38]([C:40]([F:43])([F:42])[F:41])[N:39]=2)[CH:7]=1)[CH3:2].N1C=NN=N1.C(N(CC)[P:53]([O:59][C:60]([CH3:63])([CH3:62])[CH3:61])[O:54][C:55]([CH3:58])([CH3:57])[CH3:56])C.OO.S(S([O-])=O)([O-])(=O)=[O:69].[Na+].[Na+]. The catalyst is CN(C=O)C.O. The product is [C:60]([O:59][P:53]([O:24][CH2:23][C@@H:22]([N:18]1[C:19]2[C:14](=[CH:13][C:12]([C:9]3[CH:10]=[N:11][C:6]([NH:5][C:4]([NH:3][CH2:1][CH3:2])=[O:44])=[CH:7][C:8]=3[C:35]3[S:36][CH:37]=[C:38]([C:40]([F:41])([F:42])[F:43])[N:39]=3)=[CH:21][CH:20]=2)[C:15](=[O:34])[C:16]([C:29]([O:31][CH2:32][CH3:33])=[O:30])=[CH:17]1)[C:25]([CH3:28])([CH3:26])[CH3:27])([O:54][C:55]([CH3:56])([CH3:57])[CH3:58])=[O:69])([CH3:61])([CH3:62])[CH3:63]. The yield is 0.690. (2) The reactants are C[O:2][C:3](=[O:28])[C@H:4]([CH2:24][CH2:25][S:26][CH3:27])[NH:5][C:6](=[O:23])[C@@H:7]([C@@H:19]([CH2:21][CH3:22])[CH3:20])[NH:8][S:9]([CH2:12][C:13]1[CH:18]=[CH:17][CH:16]=[CH:15][CH:14]=1)(=[O:11])=[O:10].Cl. The catalyst is C(O)C.[OH-].[Na+]. The product is [CH2:12]([S:9]([NH:8][C@@H:7]([C:6]([NH:5][C@H:4]([C:3]([OH:28])=[O:2])[CH2:24][CH2:25][S:26][CH3:27])=[O:23])[C@@H:19]([CH2:21][CH3:22])[CH3:20])(=[O:11])=[O:10])[C:13]1[CH:14]=[CH:15][CH:16]=[CH:17][CH:18]=1. The yield is 1.00. (3) The reactants are [CH2:1]([CH:3]([CH2:7][CH3:8])[C:4](Cl)=[O:5])[CH3:2].[F:9][C:10]([F:46])([F:45])[C:11]1[CH:12]=[C:13]([CH:38]=[C:39]([C:41]([F:44])([F:43])[F:42])[CH:40]=1)[CH2:14][N:15]([C:32]1[N:33]=[N:34][N:35]([CH3:37])[N:36]=1)[C@H:16]1[CH2:22][CH2:21][CH2:20][NH:19][C:18]2[CH:23]=[C:24]([C:28]([F:31])([F:30])[F:29])[C:25]([CH3:27])=[CH:26][C:17]1=2.N1C=CC=CC=1. The catalyst is C(Cl)Cl. The product is [F:45][C:10]([F:9])([F:46])[C:11]1[CH:12]=[C:13]([CH:38]=[C:39]([C:41]([F:44])([F:42])[F:43])[CH:40]=1)[CH2:14][N:15]([C:32]1[N:33]=[N:34][N:35]([CH3:37])[N:36]=1)[C@H:16]1[CH2:22][CH2:21][CH2:20][N:19]([C:4](=[O:5])[CH:3]([CH2:7][CH3:8])[CH2:1][CH3:2])[C:18]2[CH:23]=[C:24]([C:28]([F:29])([F:30])[F:31])[C:25]([CH3:27])=[CH:26][C:17]1=2. The yield is 0.980. (4) The reactants are [F:1][C:2]1[CH:7]=[CH:6][C:5]([CH2:8][C:9]([N:11]2[CH2:15][CH:14]([O:16][CH3:17])[CH2:13][N:12]2[C:18]([C:20]2[CH:25]=[CH:24][N:23]=[C:22]([S:26][CH3:27])[N:21]=2)=O)=[O:10])=[CH:4][CH:3]=1.CN(C)C=O.O1CCCC1.[H-].[Na+]. The catalyst is CN(C)C=O. The product is [F:1][C:2]1[CH:7]=[CH:6][C:5]([C:8]2[C:9](=[O:10])[N:11]3[CH2:15][CH:14]([O:16][CH3:17])[CH2:13][N:12]3[C:18]=2[C:20]2[CH:25]=[CH:24][N:23]=[C:22]([S:26][CH3:27])[N:21]=2)=[CH:4][CH:3]=1. The yield is 0.570.